From a dataset of Forward reaction prediction with 1.9M reactions from USPTO patents (1976-2016). Predict the product of the given reaction. (1) Given the reactants [OH-].[K+].[C:3]([O:7][CH:8]([C:14]1[C:18]([C:19]2[CH:20]=[CH:21][C:22]3[O:27][CH2:26][CH2:25][CH2:24][C:23]=3[CH:28]=2)=[C:17]([C:29]2[CH:34]=[CH:33][N:32]=[CH:31][CH:30]=2)[S:16][C:15]=1[CH3:35])[C:9]([O:11]CC)=[O:10])([CH3:6])([CH3:5])[CH3:4], predict the reaction product. The product is: [C:3]([O:7][CH:8]([C:14]1[C:18]([C:19]2[CH:20]=[CH:21][C:22]3[O:27][CH2:26][CH2:25][CH2:24][C:23]=3[CH:28]=2)=[C:17]([C:29]2[CH:34]=[CH:33][N:32]=[CH:31][CH:30]=2)[S:16][C:15]=1[CH3:35])[C:9]([OH:11])=[O:10])([CH3:6])([CH3:5])[CH3:4]. (2) The product is: [C:16]1([CH3:26])[CH:21]=[CH:20][C:19]([S:22]([O:8][CH:6]2[CH2:5][O:4][CH2:3][CH2:2][O:1][CH2:7]2)(=[O:24])=[O:23])=[CH:18][CH:17]=1. Given the reactants [O:1]1[CH2:7][CH:6]([OH:8])[CH2:5][O:4][CH2:3][CH2:2]1.C(N(CC)CC)C.[C:16]1([CH3:26])[CH:21]=[CH:20][C:19]([S:22](Cl)(=[O:24])=[O:23])=[CH:18][CH:17]=1.C(=O)(O)[O-].[Na+], predict the reaction product. (3) Given the reactants [Cl:1][C:2]1[CH:11]=[C:10]2[C:5]([C:6]([C:14]3[CH:19]=[CH:18][C:17]([O:20][CH3:21])=[CH:16][C:15]=3[F:22])=[CH:7][C:8]([C:12]#N)=[N:9]2)=[CH:4][CH:3]=1.Cl.[CH3:24][OH:25].C[OH:27], predict the reaction product. The product is: [Cl:1][C:2]1[CH:11]=[C:10]2[C:5]([C:6]([C:14]3[CH:19]=[CH:18][C:17]([O:20][CH3:21])=[CH:16][C:15]=3[F:22])=[CH:7][C:8]([C:12]([O:25][CH3:24])=[O:27])=[N:9]2)=[CH:4][CH:3]=1. (4) Given the reactants [CH:1](=O)[CH2:2][CH2:3][CH2:4][CH3:5].[CH2:7]([NH:13][CH3:14])[CH2:8][CH2:9][CH2:10][CH2:11][CH3:12].C(O[BH-](OC(=O)C)OC(=O)C)(=O)C.[Na+], predict the reaction product. The product is: [CH2:1]([N:13]([CH2:7][CH2:8][CH2:9][CH2:10][CH2:11][CH3:12])[CH3:14])[CH2:2][CH2:3][CH2:4][CH3:5]. (5) Given the reactants [Br:1][C:2]1[CH:3]=[C:4]2[C:16]3([CH2:20][O:19][C:18]([NH2:21])=[N:17]3)[C:15]3[C:10](=[N:11][CH:12]=[C:13](I)[CH:14]=3)[O:9][C:5]2=[CH:6][C:7]=1[F:8].[CH3:23][C:24]([OH:28])([C:26]#[CH:27])[CH3:25], predict the reaction product. The product is: [NH2:21][C:18]1[O:19][CH2:20][C:16]2([C:15]3[C:10](=[N:11][CH:12]=[C:13]([C:27]#[C:26][C:24]([CH3:25])([OH:28])[CH3:23])[CH:14]=3)[O:9][C:5]3[C:4]2=[CH:3][C:2]([Br:1])=[C:7]([F:8])[CH:6]=3)[N:17]=1. (6) Given the reactants [C:1]([O:5][C:6]#[C:7][CH2:8][CH3:9])#[C:2][CH2:3][CH3:4].[Cl:10][S:11]([OH:14])(=O)=[O:12].[C:15](Cl)(=O)[C:16](Cl)=O.CN(C=O)C, predict the reaction product. The product is: [CH2:1]([O:5][C:6]1[CH:16]=[CH:15][C:9]([S:11]([Cl:10])(=[O:14])=[O:12])=[CH:8][CH:7]=1)[C:2]#[C:3][CH3:4]. (7) Given the reactants C12OC1CCN(C(OCC1C=CC=CC=1)=O)C2.[NH2:18][CH:19]1[CH:24]([OH:25])[CH2:23][CH2:22][N:21]([C:26]([O:28][CH2:29][C:30]2[CH:35]=[CH:34][CH:33]=[CH:32][CH:31]=2)=[O:27])[CH2:20]1.[NH2:36][CH:37]1[CH2:42][CH2:41][N:40]([C:43]([O:45][CH2:46][C:47]2[CH:52]=[CH:51][CH:50]=[CH:49][CH:48]=2)=[O:44])[CH2:39][CH:38]1[OH:53].[CH3:54][C:55]([O:58][C:59](O[C:62]([O:64][C:65]([CH3:68])([CH3:67])[CH3:66])=[O:63])=[O:60])([CH3:57])[CH3:56].C(N(CC)CC)C, predict the reaction product. The product is: [C:55]([O:58][C:59]([NH:18][CH:19]1[CH:24]([OH:25])[CH2:23][CH2:22][N:21]([C:26]([O:28][CH2:29][C:30]2[CH:35]=[CH:34][CH:33]=[CH:32][CH:31]=2)=[O:27])[CH2:20]1)=[O:60])([CH3:57])([CH3:56])[CH3:54].[C:65]([O:64][C:62]([NH:36][CH:37]1[CH2:42][CH2:41][N:40]([C:43]([O:45][CH2:46][C:47]2[CH:48]=[CH:49][CH:50]=[CH:51][CH:52]=2)=[O:44])[CH2:39][CH:38]1[OH:53])=[O:63])([CH3:66])([CH3:67])[CH3:68].